This data is from Full USPTO retrosynthesis dataset with 1.9M reactions from patents (1976-2016). The task is: Predict the reactants needed to synthesize the given product. Given the product [C:1]([O:5][C:6]([N:8]1[CH2:12][CH2:11][C@@H:10]([CH:13]2[CH2:14][O:23]2)[CH2:9]1)=[O:7])([CH3:4])([CH3:3])[CH3:2], predict the reactants needed to synthesize it. The reactants are: [C:1]([O:5][C:6]([N:8]1[CH2:12][CH2:11][C@@H:10]([CH:13]=[CH2:14])[CH2:9]1)=[O:7])([CH3:4])([CH3:3])[CH3:2].N1C=CC=C(C#N)C=1.[OH:23]O.